Dataset: Forward reaction prediction with 1.9M reactions from USPTO patents (1976-2016). Task: Predict the product of the given reaction. (1) Given the reactants [N:1]1[CH:6]=[CH:5][N:4]=[CH:3][C:2]=1[C:7]([OH:9])=O.[B-](F)(F)(F)F.CCOC(C(C#N)=NOC(N(C)C)=[N+](C)C)=O.[NH2:32][CH2:33][C:34]1[CH:54]=[CH:53][C:37]([C:38]([NH:40][C:41]2[CH:42]=[C:43]3[C:48](=[CH:49][CH:50]=2)[N:47]=[C:46]([CH3:51])[CH:45]=[C:44]3[NH2:52])=[O:39])=[CH:36][CH:35]=1.C(N1CCOCC1)C, predict the reaction product. The product is: [NH2:52][C:44]1[C:43]2[C:48](=[CH:49][CH:50]=[C:41]([NH:40][C:38]([C:37]3[CH:53]=[CH:54][C:34]([CH2:33][NH:32][C:7]([C:2]4[CH:3]=[N:4][CH:5]=[CH:6][N:1]=4)=[O:9])=[CH:35][CH:36]=3)=[O:39])[CH:42]=2)[N:47]=[C:46]([CH3:51])[CH:45]=1. (2) Given the reactants [CH3:1][C:2]1[C:3]([C:11]2[CH:16]=[CH:15][C:14]([OH:17])=[CH:13][CH:12]=2)=[CH:4][N:5]2[C:10]=1[CH:9]=[CH:8][CH:7]=[CH:6]2.C[O-].[Na+].[Cl-], predict the reaction product. The product is: [CH3:1][C:2]1[C:3]([C:11]2[CH:16]=[CH:15][C:14]([O:17][CH2:2][CH2:3][CH2:4][N:5]3[CH2:10][CH2:9][CH2:8][CH2:7][CH2:6]3)=[CH:13][CH:12]=2)=[CH:4][N:5]2[C:10]=1[CH:9]=[CH:8][CH:7]=[CH:6]2. (3) Given the reactants [C:1]1([C:11]2[CH:16]=[CH:15][C:14]([C:17](OC)=[O:18])=[CH:13][CH:12]=2)[CH:6]=[CH:5][C:4]([C:7](OC)=[O:8])=[CH:3][CH:2]=1.C1COCC1.O, predict the reaction product. The product is: [C:11]1([C:1]2[CH:6]=[CH:5][C:4]([CH:7]=[O:8])=[CH:3][CH:2]=2)[CH:16]=[CH:15][C:14]([CH:17]=[O:18])=[CH:13][CH:12]=1. (4) Given the reactants [F:1][C:2]([F:47])([F:46])[C:3]1[CH:4]=[C:5]([CH:39]=[C:40]([C:42]([F:45])([F:44])[F:43])[CH:41]=1)[CH2:6][N:7]([CH2:21][C:22]1[CH:27]=[C:26]([C:28]([F:31])([F:30])[F:29])[CH:25]=[CH:24][C:23]=1[N:32]([CH2:35][CH2:36][CH2:37][CH3:38])[CH2:33][CH3:34])[C:8]1[N:13]=[CH:12][C:11]([O:14][CH2:15][CH2:16][CH2:17][C:18]([OH:20])=[O:19])=[CH:10][N:9]=1.[OH-].[Na+:49], predict the reaction product. The product is: [Na+:49].[F:47][C:2]([F:1])([F:46])[C:3]1[CH:4]=[C:5]([CH:39]=[C:40]([C:42]([F:43])([F:44])[F:45])[CH:41]=1)[CH2:6][N:7]([CH2:21][C:22]1[CH:27]=[C:26]([C:28]([F:31])([F:30])[F:29])[CH:25]=[CH:24][C:23]=1[N:32]([CH2:35][CH2:36][CH2:37][CH3:38])[CH2:33][CH3:34])[C:8]1[N:9]=[CH:10][C:11]([O:14][CH2:15][CH2:16][CH2:17][C:18]([O-:20])=[O:19])=[CH:12][N:13]=1. (5) Given the reactants [F:1][C:2]1[CH:3]=[C:4]([C:12]2[CH:17]=[CH:16][N:15]=[C:14]3[NH:18][C:19]([C:21]4[CH2:26][CH2:25][N:24](C(OC(C)(C)C)=O)[CH2:23][CH:22]=4)=[CH:20][C:13]=23)[CH:5]=[CH:6][C:7]=1[C:8](=[O:11])[NH:9][CH3:10].FC(F)(F)C(O)=O.C(Cl)[Cl:42], predict the reaction product. The product is: [F:1][C:2]1[CH:3]=[C:4]([C:12]2[CH:17]=[CH:16][N:15]=[C:14]3[NH:18][C:19]([C:21]4[CH2:26][CH2:25][NH:24][CH2:23][CH:22]=4)=[CH:20][C:13]=23)[CH:5]=[CH:6][C:7]=1[C:8]([NH:9][CH3:10])=[O:11].[ClH:42].